Dataset: Full USPTO retrosynthesis dataset with 1.9M reactions from patents (1976-2016). Task: Predict the reactants needed to synthesize the given product. Given the product [ClH:35].[NH2:21][CH2:20][C:9]1[N:10]([CH2:16][CH:17]([CH3:19])[CH3:18])[C:11](=[O:15])[C:12]2[C:7]([C:8]=1[C:29]1[S:30][CH:31]=[CH:32][CH:33]=1)=[CH:6][C:5]([O:4][CH2:3][C:2]([NH2:1])=[O:34])=[CH:14][CH:13]=2, predict the reactants needed to synthesize it. The reactants are: [NH2:1][C:2](=[O:34])[CH2:3][O:4][C:5]1[CH:6]=[C:7]2[C:12](=[CH:13][CH:14]=1)[C:11](=[O:15])[N:10]([CH2:16][CH:17]([CH3:19])[CH3:18])[C:9]([CH2:20][NH:21]C(=O)OC(C)(C)C)=[C:8]2[C:29]1[S:30][CH:31]=[CH:32][CH:33]=1.[ClH:35].